From a dataset of Forward reaction prediction with 1.9M reactions from USPTO patents (1976-2016). Predict the product of the given reaction. (1) The product is: [C:1]([C:5]1[CH:6]=[C:7]([C:12](=[O:14])[CH3:13])[CH:8]=[C:9]([O:11][CH2:18][CH2:17][C:16]([F:21])([F:20])[F:15])[CH:10]=1)([CH3:4])([CH3:2])[CH3:3]. Given the reactants [C:1]([C:5]1[CH:6]=[C:7]([C:12](=[O:14])[CH3:13])[CH:8]=[C:9]([OH:11])[CH:10]=1)([CH3:4])([CH3:3])[CH3:2].[F:15][C:16]([F:21])([F:20])[CH2:17][CH2:18]O.C1(P(C2C=CC=CC=2)C2C=CC=CC=2)C=CC=CC=1.N(C(OCC1C=CC(Cl)=CC=1)=O)=NC(OCC1C=CC(Cl)=CC=1)=O, predict the reaction product. (2) The product is: [Cl:1][C:2]1[CH:3]=[CH:4][C:5]([CH2:8][N:9]2[CH:10]=[C:11]([C:15]3[O:17][N:21]=[C:20]([C:22]4[CH:23]=[CH:24][C:25]([C:28]([F:29])([F:30])[F:31])=[CH:26][CH:27]=4)[N:19]=3)[CH:12]=[C:13]2[CH3:14])=[CH:6][N:7]=1. Given the reactants [Cl:1][C:2]1[N:7]=[CH:6][C:5]([CH2:8][N:9]2[C:13]([CH3:14])=[CH:12][C:11]([C:15]([OH:17])=O)=[CH:10]2)=[CH:4][CH:3]=1.O[N:19]=[C:20]([C:22]1[CH:27]=[CH:26][C:25]([C:28]([F:31])([F:30])[F:29])=[CH:24][CH:23]=1)[NH2:21], predict the reaction product. (3) The product is: [N+:1]([C:4]1[CH:5]=[C:6]2[C:11](=[C:12]([C:14]([O:16][CH3:25])=[O:15])[CH:13]=1)[N:10]=[CH:9][NH:8][C:7]2=[O:17])([O-:3])=[O:2]. Given the reactants [N+:1]([C:4]1[CH:5]=[C:6]2[C:11](=[C:12]([C:14]([OH:16])=[O:15])[CH:13]=1)[N:10]=[CH:9][NH:8][C:7]2=[O:17])([O-:3])=[O:2].S(=O)(=O)(O)O.[OH-].[Na+].[CH3:25]O, predict the reaction product. (4) Given the reactants FC(F)(F)S(O[C:7]1[CH:8]=[N:9][C:10]2[C:15]([CH:16]=1)=[CH:14][C:13]([O:17][CH2:18][C:19]1[C:24](=[O:25])[CH:23]=[CH:22][N:21]([C:26]3[CH:27]=[N:28][N:29]([CH3:31])[CH:30]=3)[N:20]=1)=[CH:12][CH:11]=2)(=O)=O.[CH3:34][N:35]1[CH:39]=[C:38](B2OC(C)(C)C(C)(C)O2)[CH:37]=[N:36]1.C([O-])([O-])=O.[Cs+].[Cs+], predict the reaction product. The product is: [CH3:31][N:29]1[CH:30]=[C:26]([N:21]2[CH:22]=[CH:23][C:24](=[O:25])[C:19]([CH2:18][O:17][C:13]3[CH:14]=[C:15]4[C:10](=[CH:11][CH:12]=3)[N:9]=[CH:8][C:7]([C:38]3[CH:37]=[N:36][N:35]([CH3:34])[CH:39]=3)=[CH:16]4)=[N:20]2)[CH:27]=[N:28]1. (5) Given the reactants [N:1]([C@@H:4]([C@@H:41]([C:48]1[CH:53]=[CH:52][C:51]([Cl:54])=[CH:50][CH:49]=1)[CH:42]1[CH2:47][CH2:46][O:45][CH2:44][CH2:43]1)[C:5]([NH:7][C:8]1[CH:39]=[CH:38][CH:37]=[C:36]([F:40])[C:9]=1[CH2:10][CH2:11][C@H:12]1[CH2:19][N:18]([C:20]([O:22][C:23]([CH3:26])([CH3:25])[CH3:24])=[O:21])[CH2:17][C:14]2([CH2:16][CH2:15]2)[N:13]1[S:27]([C:30]1[CH:35]=[CH:34][CH:33]=[CH:32][CH:31]=1)(=[O:29])=[O:28])=[O:6])=[N+]=[N-].C1C=CC(P(C2C=CC=CC=2)C2C=CC=CC=2)=CC=1, predict the reaction product. The product is: [NH2:1][C@@H:4]([C@@H:41]([C:48]1[CH:53]=[CH:52][C:51]([Cl:54])=[CH:50][CH:49]=1)[CH:42]1[CH2:47][CH2:46][O:45][CH2:44][CH2:43]1)[C:5]([NH:7][C:8]1[CH:39]=[CH:38][CH:37]=[C:36]([F:40])[C:9]=1[CH2:10][CH2:11][C@H:12]1[CH2:19][N:18]([C:20]([O:22][C:23]([CH3:24])([CH3:25])[CH3:26])=[O:21])[CH2:17][C:14]2([CH2:16][CH2:15]2)[N:13]1[S:27]([C:30]1[CH:35]=[CH:34][CH:33]=[CH:32][CH:31]=1)(=[O:29])=[O:28])=[O:6]. (6) The product is: [Si:11]([O:18][C@H:19]1[CH2:23][CH2:22][N:21](/[N:24]=[CH:25]/[C:26]2[CH:33]=[CH:32][C:29]([C:30]#[N:31])=[C:28]([Cl:34])[C:27]=2[CH3:35])[C@@H:20]1[CH:36]=[O:37])([C:14]([CH3:17])([CH3:16])[CH3:15])([CH3:13])[CH3:12]. Given the reactants C(Cl)(=O)C(Cl)=O.CS(C)=O.[Si:11]([O:18][C@H:19]1[CH2:23][CH2:22][N:21](/[N:24]=[CH:25]/[C:26]2[CH:33]=[CH:32][C:29]([C:30]#[N:31])=[C:28]([Cl:34])[C:27]=2[CH3:35])[C@@H:20]1[CH2:36][OH:37])([C:14]([CH3:17])([CH3:16])[CH3:15])([CH3:13])[CH3:12], predict the reaction product.